The task is: Predict the reaction yield, written as a fraction of the theoretical maximum amount of product (1.0 means a 100% yield; for example, 0.34 means a 34% yield).. This data is from Reaction yield outcomes from USPTO patents with 853,638 reactions. (1) The reactants are Cl[C:2](=[O:9])[CH2:3][CH2:4][C:5]([O:7][CH3:8])=[O:6].ClC(F)(F)C([NH:14][C:15]1[CH:20]=[CH:19][CH:18]=[C:17]([C:21]#[C:22][C:23]2[C:24]([NH:29][C:30]3[CH:35]=[CH:34][C:33]([O:36][CH2:37][C:38]4[CH:43]=[CH:42][CH:41]=[C:40]([F:44])[CH:39]=4)=[C:32]([Cl:45])[CH:31]=3)=[N:25][CH:26]=[N:27][CH:28]=2)[N:16]=1)=O.CCN(C(C)C)C(C)C.C([O-])(O)=O.[Na+]. The catalyst is C(Cl)Cl. The product is [Cl:45][C:32]1[CH:31]=[C:30]([CH:35]=[CH:34][C:33]=1[O:36][CH2:37][C:38]1[CH:43]=[CH:42][CH:41]=[C:40]([F:44])[CH:39]=1)[NH:29][C:24]1[C:23]([C:22]#[C:21][C:17]2[N:16]=[C:15]([NH:14][C:2](=[O:9])[CH2:3][CH2:4][C:5]([O:7][CH3:8])=[O:6])[CH:20]=[CH:19][CH:18]=2)=[CH:28][N:27]=[CH:26][N:25]=1. The yield is 0.510. (2) The reactants are [Cl:1][C:2]1[C:7]([S:8]([N:11]2[C:15]([C:16]3[CH:21]=[CH:20][CH:19]=[CH:18][CH:17]=3)=[CH:14][C:13]([CH2:22][N:23](C)[C:24](=O)OC(C)(C)C)=[CH:12]2)(=[O:10])=[O:9])=[CH:6][CH:5]=[CH:4][N:3]=1.C(OCC)(=O)C.Cl. The catalyst is C(OCC)(=O)C. The product is [ClH:1].[Cl:1][C:2]1[C:7]([S:8]([N:11]2[C:15]([C:16]3[CH:21]=[CH:20][CH:19]=[CH:18][CH:17]=3)=[CH:14][C:13]([CH2:22][NH:23][CH3:24])=[CH:12]2)(=[O:9])=[O:10])=[CH:6][CH:5]=[CH:4][N:3]=1. The yield is 0.490. (3) The reactants are [CH3:1][O:2][CH2:3][CH2:4][NH:5][CH3:6].CC1C=CC(S(OCCOC[CH2:22][O:23][C:24]2[CH:29]=[CH:28][C:27]([CH2:30][N:31]3[C:40](=[O:41])[C:39]([C:42](=[O:64])[NH:43][C:44]4[CH:49]=[CH:48][C:47]([C:50]([F:53])([F:52])[F:51])=[CH:46][C:45]=4[C:54]4[CH:59]=[C:58]([C:60]([F:63])([F:62])[F:61])[N:57]=[CH:56][N:55]=4)=[C:38]([OH:65])[C:33]4([CH2:37][CH2:36][CH2:35][CH2:34]4)[N:32]3[CH3:66])=[C:26]([F:67])[C:25]=2[F:68])(=O)=O)=CC=1. The catalyst is C(#N)C. The product is [F:67][C:26]1[C:25]([F:68])=[C:24]([O:23][CH2:22][CH2:1][O:2][CH2:3][CH2:4][N:5]([CH2:4][CH2:3][O:2][CH3:1])[CH3:6])[CH:29]=[CH:28][C:27]=1[CH2:30][N:31]1[C:40](=[O:41])[C:39]([C:42]([NH:43][C:44]2[CH:49]=[CH:48][C:47]([C:50]([F:52])([F:53])[F:51])=[CH:46][C:45]=2[C:54]2[CH:59]=[C:58]([C:60]([F:61])([F:62])[F:63])[N:57]=[CH:56][N:55]=2)=[O:64])=[C:38]([OH:65])[C:33]2([CH2:34][CH2:35][CH2:36][CH2:37]2)[N:32]1[CH3:66]. The yield is 0.680. (4) The reactants are [N:1]1([C:7]2[O:12][C:11]([C:13]3[CH:26]=[CH:25][CH:24]=[C:23]4[C:14]=3[S:15][C:16]3[CH:17]=[CH:18][C:19]([CH:27]=[O:28])=[CH:20][C:21]=3[CH2:22]4)=[CH:10][C:9](=[O:29])[CH:8]=2)[CH2:6][CH2:5][O:4][CH2:3][CH2:2]1.C([BH3-])#N.[Na+].C(O)(=O)C. The catalyst is C(O)C. The product is [OH:28][CH2:27][C:19]1[CH:20]=[C:21]2[C:16]([S:15][C:14]3[C:13]([C:11]4[O:12][C:7]([N:1]5[CH2:6][CH2:5][O:4][CH2:3][CH2:2]5)=[CH:8][C:9](=[O:29])[CH:10]=4)=[CH:26][CH:25]=[CH:24][C:23]=3[CH2:22]2)=[CH:17][CH:18]=1. The yield is 0.840. (5) The reactants are [CH:1]1([N:5]([CH2:21][CH2:22][CH2:23][C:24]2[C:32]3[C:27](=[CH:28][CH:29]=[C:30]([F:33])[CH:31]=3)[NH:26][CH:25]=2)[C@@H:6]2[CH2:15][C:14]3[C:13]([C:16]([NH2:18])=[O:17])=[CH:12][CH:11]=[C:10]([O:19]C)[C:9]=3[O:8][CH2:7]2)[CH2:4][CH2:3][CH2:2]1.B(Br)(Br)Br. The catalyst is C(Cl)Cl. The product is [CH:1]1([N:5]([CH2:21][CH2:22][CH2:23][C:24]2[C:32]3[C:27](=[CH:28][CH:29]=[C:30]([F:33])[CH:31]=3)[NH:26][CH:25]=2)[C@@H:6]2[CH2:15][C:14]3[C:13]([C:16]([NH2:18])=[O:17])=[CH:12][CH:11]=[C:10]([OH:19])[C:9]=3[O:8][CH2:7]2)[CH2:2][CH2:3][CH2:4]1. The yield is 0.700. (6) The catalyst is CN(C=O)C.C(OCC)(=O)C. The reactants are [OH:1][C:2]1[CH:12]=[CH:11][C:5]([C:6]([O:8][CH2:9][CH3:10])=[O:7])=[CH:4][CH:3]=1.Br[CH2:14][CH2:15][CH3:16].[H-].[Na+]. The yield is 0.910. The product is [CH2:9]([O:8][C:6](=[O:7])[C:5]1[CH:4]=[CH:3][C:2]([O:1][CH2:14][CH2:15][CH3:16])=[CH:12][CH:11]=1)[CH3:10]. (7) The reactants are [CH3:1][C:2]([O:5][C:6]([N:8]1[CH2:13][CH2:12][CH2:11][CH2:10][C@H:9]1[CH2:14][C:15]([OH:17])=[O:16])=[O:7])([CH3:4])[CH3:3].[CH3:18]CN(C(C)C)C(C)C.CN(C(ON1N=NC2C=CC=CC1=2)=[N+](C)C)C.[B-](F)(F)(F)F.CO. The catalyst is [Cl-].[Na+].O.CN(C=O)C. The product is [CH3:18][O:16][C:15](=[O:17])[CH2:14][C@@H:9]1[CH2:10][CH2:11][CH2:12][CH2:13][N:8]1[C:6]([O:5][C:2]([CH3:1])([CH3:3])[CH3:4])=[O:7]. The yield is 0.950.